Dataset: Catalyst prediction with 721,799 reactions and 888 catalyst types from USPTO. Task: Predict which catalyst facilitates the given reaction. (1) Reactant: I[C:2]1[CH:7]=[CH:6][CH:5]=[C:4]([N+:8]([O-:10])=[O:9])[CH:3]=1.C([O-])([O-])=O.[K+].[K+].[C:17]([O:21][C:22]1[CH:27]=[C:26]([CH3:28])[C:25]([Br:29])=[C:24]([CH3:30])[CH:23]=1)(=[O:20])[C:18]#[CH:19]. Product: [N+:8]([C:4]1[CH:3]=[C:2]([C:19]#[C:18][C:17]([O:21][C:22]2[CH:23]=[C:24]([CH3:30])[C:25]([Br:29])=[C:26]([CH3:28])[CH:27]=2)=[O:20])[CH:7]=[CH:6][CH:5]=1)([O-:10])=[O:9]. The catalyst class is: 356. (2) Reactant: Br[C:2]1[CH:3]=[C:4]2[CH:10]=[CH:9][N:8](S(C)(=O)=O)[C:5]2=[N:6][CH:7]=1.[N:15]1[CH:20]=[CH:19][C:18](B(O)O)=[CH:17][CH:16]=1.C([O-])([O-])=O.[Na+].[Na+].O. Product: [N:15]1[CH:20]=[CH:19][C:18]([C:2]2[CH:3]=[C:4]3[CH:10]=[CH:9][NH:8][C:5]3=[N:6][CH:7]=2)=[CH:17][CH:16]=1. The catalyst class is: 151. (3) Reactant: N(/C(N1CCCCC1)=O)=N\C(N1CCCCC1)=O.[CH3:19][C:20]1([CH3:34])[C:24]([CH3:26])([CH3:25])[O:23][B:22]([C:27]2[CH:32]=[CH:31][C:30]([OH:33])=[CH:29][CH:28]=2)[O:21]1.C1(P(C2C=CC=CC=2)C2C=CC=CC=2)C=CC=CC=1.O[CH:55]1[CH2:60][CH2:59][CH2:58][N:57]([C:61]([O:63][C:64]([CH3:67])([CH3:66])[CH3:65])=[O:62])[CH2:56]1. Product: [CH3:26][C:24]1([CH3:25])[C:20]([CH3:34])([CH3:19])[O:21][B:22]([C:27]2[CH:32]=[CH:31][C:30]([O:33][CH:59]3[CH2:60][CH2:55][CH2:56][N:57]([C:61]([O:63][C:64]([CH3:67])([CH3:66])[CH3:65])=[O:62])[CH2:58]3)=[CH:29][CH:28]=2)[O:23]1. The catalyst class is: 1. (4) Reactant: [OH:1][CH2:2][CH2:3][O:4][C:5]1([C:17]2[S:18][CH:19]=[CH:20][N:21]=2)[CH2:9][CH2:8][N:7]([C:10]([O:12][C:13]([CH3:16])([CH3:15])[CH3:14])=[O:11])[CH2:6]1.C(N(CC)CC)C.[C:29]1([CH3:39])[CH:34]=[CH:33][C:32]([S:35](Cl)(=[O:37])=[O:36])=[CH:31][CH:30]=1. Product: [S:18]1[CH:19]=[CH:20][N:21]=[C:17]1[C:5]1([O:4][CH2:3][CH2:2][O:1][S:35]([C:32]2[CH:33]=[CH:34][C:29]([CH3:39])=[CH:30][CH:31]=2)(=[O:37])=[O:36])[CH2:9][CH2:8][N:7]([C:10]([O:12][C:13]([CH3:16])([CH3:14])[CH3:15])=[O:11])[CH2:6]1. The catalyst class is: 112. (5) Reactant: C([O:4][CH2:5][C:6]([N:8]1[CH2:13][CH2:12][C:11]([C:14]2[CH:19]=[CH:18][C:17]([N:20]3[CH2:24][C@H:23]([CH2:25][N:26]4[N:30]=[N:29][CH:28]=[N:27]4)[O:22][C:21]3=[O:31])=[CH:16][C:15]=2[F:32])=[CH:10][CH2:9]1)=[O:7])(=O)C.N. Product: [OH:4][CH2:5][C:6]([N:8]1[CH2:13][CH2:12][C:11]([C:14]2[CH:19]=[CH:18][C:17]([N:20]3[CH2:24][C@H:23]([CH2:25][N:26]4[N:30]=[N:29][CH:28]=[N:27]4)[O:22][C:21]3=[O:31])=[CH:16][C:15]=2[F:32])=[CH:10][CH2:9]1)=[O:7]. The catalyst class is: 5.